This data is from Reaction yield outcomes from USPTO patents with 853,638 reactions. The task is: Predict the reaction yield, written as a fraction of the theoretical maximum amount of product (1.0 means a 100% yield; for example, 0.34 means a 34% yield). The reactants are Br[C:2]1[CH:7]=[CH:6][N:5]=[CH:4][C:3]=1[N:8]([CH3:25])[C:9](=[O:24])[C:10]1[CH:15]=[C:14]([C:16]([F:19])([F:18])[F:17])[CH:13]=[C:12]([C:20]([F:23])([F:22])[F:21])[CH:11]=1.[CH3:26][C:27]1[S:28][C:29](B2OC(C)(C)C(C)(C)O2)=[C:30]([CH3:32])[N:31]=1.C([O-])([O-])=O.[K+].[K+].COC1C=CC=C(OC)C=1C1C=CC=CC=1P(C1CCCCC1)C1CCCCC1. The catalyst is CN(C=O)C.C1C=CC([P]([Pd]([P](C2C=CC=CC=2)(C2C=CC=CC=2)C2C=CC=CC=2)([P](C2C=CC=CC=2)(C2C=CC=CC=2)C2C=CC=CC=2)[P](C2C=CC=CC=2)(C2C=CC=CC=2)C2C=CC=CC=2)(C2C=CC=CC=2)C2C=CC=CC=2)=CC=1. The product is [CH3:26][C:27]1[S:28][C:29]([C:2]2[CH:7]=[CH:6][N:5]=[CH:4][C:3]=2[N:8]([CH3:25])[C:9](=[O:24])[C:10]2[CH:15]=[C:14]([C:16]([F:19])([F:18])[F:17])[CH:13]=[C:12]([C:20]([F:23])([F:22])[F:21])[CH:11]=2)=[C:30]([CH3:32])[N:31]=1. The yield is 0.0700.